Dataset: Full USPTO retrosynthesis dataset with 1.9M reactions from patents (1976-2016). Task: Predict the reactants needed to synthesize the given product. (1) Given the product [C:1]([NH:8][C:16]1[C:20]2[CH:21]=[C:22]([CH2:25][O:26][C:27]3[CH:28]=[CH:29][C:30]([C:33]4[CH:38]=[C:37]([F:39])[C:36]([F:40])=[CH:35][C:34]=4[O:41][CH3:42])=[CH:31][CH:32]=3)[CH:23]=[CH:24][C:19]=2[O:18][N:17]=1)([O:3][C:4]([CH3:7])([CH3:6])[CH3:5])=[O:2], predict the reactants needed to synthesize it. The reactants are: [C:1]([N:8]([C:16]1[C:20]2[CH:21]=[C:22]([CH2:25][O:26][C:27]3[CH:32]=[CH:31][C:30]([C:33]4[CH:38]=[C:37]([F:39])[C:36]([F:40])=[CH:35][C:34]=4[O:41][CH3:42])=[CH:29][CH:28]=3)[CH:23]=[CH:24][C:19]=2[O:18][N:17]=1)C(OC(C)(C)C)=O)([O:3][C:4]([CH3:7])([CH3:6])[CH3:5])=[O:2].O.NN. (2) Given the product [CH:25]([NH:28][C:21]([C:17]1[S:16][C:15]([CH2:14][CH2:13][C:12]2[C:8]([C:5]3[CH:4]=[CH:3][C:2]([F:1])=[CH:7][N:6]=3)=[N:9][O:10][C:11]=2[CH3:24])=[N:19][C:18]=1[CH3:20])=[O:23])([CH3:27])[CH3:26], predict the reactants needed to synthesize it. The reactants are: [F:1][C:2]1[CH:3]=[CH:4][C:5]([C:8]2[C:12]([CH2:13][CH2:14][C:15]3[S:16][C:17]([C:21]([OH:23])=O)=[C:18]([CH3:20])[N:19]=3)=[C:11]([CH3:24])[O:10][N:9]=2)=[N:6][CH:7]=1.[CH:25]([NH2:28])([CH3:27])[CH3:26]. (3) Given the product [O:1]1[CH2:6][CH2:5][N:4]([C:7]2[C:12]([F:36])=[C:11]([N:13]3[CH2:18][CH2:17][O:16][CH2:15][CH2:14]3)[N:10]=[C:9]([N:19]3[CH2:20][CH2:21][N:22]([C:25]4[CH:30]=[CH:29][CH:28]=[CH:27][CH:26]=4)[CH2:23][CH2:24]3)[N:8]=2)[CH2:3][CH2:2]1, predict the reactants needed to synthesize it. The reactants are: [O:1]1[CH2:6][CH2:5][N:4]([C:7]2[CH:12]=[C:11]([N:13]3[CH2:18][CH2:17][O:16][CH2:15][CH2:14]3)[N:10]=[C:9]([N:19]3[CH2:24][CH2:23][N:22]([C:25]4[CH:30]=[CH:29][CH:28]=[CH:27][CH:26]=4)[CH2:21][CH2:20]3)[N:8]=2)[CH2:3][CH2:2]1.[O-]S(C(F)(F)[F:36])(=O)=O.F[N+]1C(C)=CC(C)=CC=1C.O. (4) Given the product [CH3:14][O:15][C:16](=[O:45])[N:17]=[C:18]([S:43][CH3:44])[C:19]([C:33]1[CH:38]=[C:37]([CH2:39][CH3:40])[CH:36]=[C:35]([O:41][CH2:8][C:9](=[O:10])[N:11]([CH3:13])[CH3:12])[C:34]=1[F:42])=[N:20][C:21]1[CH:26]=[CH:25][C:24]([C:27]2[N:31]=[C:30]([CH3:32])[O:29][N:28]=2)=[CH:23][CH:22]=1, predict the reactants needed to synthesize it. The reactants are: C(=O)([O-])[O-].[K+].[K+].Cl[CH2:8][C:9]([N:11]([CH3:13])[CH3:12])=[O:10].[CH3:14][O:15][C:16](=[O:45])[N:17]=[C:18]([S:43][CH3:44])[C:19]([C:33]1[CH:38]=[C:37]([CH2:39][CH3:40])[CH:36]=[C:35]([OH:41])[C:34]=1[F:42])=[N:20][C:21]1[CH:26]=[CH:25][C:24]([C:27]2[N:31]=[C:30]([CH3:32])[O:29][N:28]=2)=[CH:23][CH:22]=1.C(OCC)(=O)C. (5) Given the product [F:1][C:2]1[CH:7]=[CH:6][C:5]([N:8]2[C:41](=[O:43])[CH2:42][S:10]/[C:9]/2=[N:11]\[C:12]([NH:14][CH2:15][C:16]2[CH:21]=[CH:20][C:19]([C:22]3[N:26]=[CH:25][N:24]([C:27]4[CH:32]=[CH:31][C:30]([O:33][C:34]([F:37])([F:35])[F:36])=[CH:29][CH:28]=4)[N:23]=3)=[CH:18][CH:17]=2)=[O:13])=[C:4]([CH:38]([CH3:40])[CH3:39])[CH:3]=1, predict the reactants needed to synthesize it. The reactants are: [F:1][C:2]1[CH:7]=[CH:6][C:5]([NH:8][C:9]([NH:11][C:12]([NH:14][CH2:15][C:16]2[CH:21]=[CH:20][C:19]([C:22]3[N:26]=[CH:25][N:24]([C:27]4[CH:32]=[CH:31][C:30]([O:33][C:34]([F:37])([F:36])[F:35])=[CH:29][CH:28]=4)[N:23]=3)=[CH:18][CH:17]=2)=[O:13])=[S:10])=[C:4]([CH:38]([CH3:40])[CH3:39])[CH:3]=1.[C:41]([O-])(=[O:43])[CH3:42].[Na+].BrCC(OC)=O.C(#N)C. (6) The reactants are: N1C=CC=CC=1.[F:7][C:8]([F:21])([F:20])[S:9]([O:12]S(C(F)(F)F)(=O)=O)(=[O:11])=[O:10].O[C:23]1[CH:24]=[C:25]([C:35]([O:37][CH3:38])=[O:36])[CH:26]=[C:27]([C:29]2[CH:34]=[CH:33][CH:32]=[CH:31][CH:30]=2)[CH:28]=1.[Cl-].[NH4+]. Given the product [F:7][C:8]([F:21])([F:20])[S:9]([O:12][C:23]1[CH:24]=[C:25]([C:35]([O:37][CH3:38])=[O:36])[CH:26]=[C:27]([C:29]2[CH:34]=[CH:33][CH:32]=[CH:31][CH:30]=2)[CH:28]=1)(=[O:11])=[O:10], predict the reactants needed to synthesize it. (7) Given the product [Br:13][C:14]1[CH:21]=[CH:20][C:17]([CH:18]([C:7]2[CH:12]=[CH:11][CH:10]=[CH:9][N:8]=2)[OH:19])=[CH:16][C:15]=1[F:22], predict the reactants needed to synthesize it. The reactants are: C([Li])CCC.Br[C:7]1[CH:12]=[CH:11][CH:10]=[CH:9][N:8]=1.[Br:13][C:14]1[CH:21]=[CH:20][C:17]([CH:18]=[O:19])=[CH:16][C:15]=1[F:22]. (8) Given the product [F:34][C:35]1[CH:36]=[C:37]([CH:38]=[CH:39][CH:40]=1)[O:41][C:2]1[N:3]([CH2:18][CH2:19][CH3:20])[C:4](=[O:17])[C:5]2[NH:6][C:7]([C:11]3[CH:12]=[N:13][N:14]([CH3:16])[CH:15]=3)=[N:8][C:9]=2[N:10]=1, predict the reactants needed to synthesize it. The reactants are: Cl[C:2]1[N:3]([CH2:18][CH2:19][CH3:20])[C:4](=[O:17])[C:5]2[NH:6][C:7]([C:11]3[CH:12]=[N:13][N:14]([CH3:16])[CH:15]=3)=[N:8][C:9]=2[N:10]=1.CN1CCCC1=O.C(=O)([O-])[O-].[K+].[K+].[F:34][C:35]1[CH:36]=[C:37]([OH:41])[CH:38]=[CH:39][CH:40]=1. (9) The reactants are: C(OC([N:8]1[C:16]2[C:11](=[CH:12][CH:13]=[C:14]([Cl:17])[CH:15]=2)/[C:10](=[CH:18]/[C:19]2[CH:24]=[C:23]([Cl:25])[CH:22]=[CH:21][C:20]=2[O:26][C:27]([C:30]([O:32][CH2:33][CH3:34])=[O:31])([CH3:29])[CH3:28])/[C:9]1=[O:35])=O)(C)(C)C.[Cl:36][C:37]1[CH:42]=[CH:41][C:40]([F:43])=[CH:39][C:38]=1[CH:44]=[N:45][C:46]([O:48][Si](C)(C)C)=[CH2:47]. Given the product [Cl:17][C:14]1[CH:15]=[C:16]2[NH:8][C:9](=[O:35])[C:10]3([CH:18]([C:19]4[CH:24]=[C:23]([Cl:25])[CH:22]=[CH:21][C:20]=4[O:26][C:27]([C:30]([O:32][CH2:33][CH3:34])=[O:31])([CH3:29])[CH3:28])[CH2:48][C:46](=[O:47])[NH:45][CH:44]3[C:38]3[CH:39]=[C:40]([F:43])[CH:41]=[CH:42][C:37]=3[Cl:36])[C:11]2=[CH:12][CH:13]=1, predict the reactants needed to synthesize it. (10) Given the product [CH3:14][O:13][CH2:12][O:11][C:9]1[CH:10]=[C:5]2[C:6]([CH:15]=[C:17]([CH:18]3[CH2:26][CH2:25][N:24]([CH3:27])[CH2:23][CH2:22]3)[NH:3][C:4]2=[O:16])=[CH:7][CH:8]=1, predict the reactants needed to synthesize it. The reactants are: C([N:3]([CH2:17][CH3:18])[C:4](=[O:16])[C:5]1[CH:10]=[C:9]([O:11][CH2:12][O:13][CH3:14])[CH:8]=[CH:7][C:6]=1[CH3:15])C.C(C1[CH2:26][CH2:25][N:24]([CH3:27])[CH2:23][CH2:22]1)#N.